From a dataset of Catalyst prediction with 721,799 reactions and 888 catalyst types from USPTO. Predict which catalyst facilitates the given reaction. (1) Reactant: [C:1](=[O:13])([O:11][CH3:12])[O:2][C:3]1[CH:8]=[CH:7][C:6]([F:9])=[CH:5][C:4]=1[Cl:10].[N+:14]([O-])([OH:16])=[O:15]. Product: [C:1](=[O:13])([O:11][CH3:12])[O:2][C:3]1[CH:8]=[C:7]([N+:14]([O-:16])=[O:15])[C:6]([F:9])=[CH:5][C:4]=1[Cl:10]. The catalyst class is: 82. (2) Reactant: [CH3:1][O:2][CH2:3][C:4]1[CH:13]=[C:12]([OH:14])[C:11]2[C:6](=[N:7][C:8]([C:15]3[C:20]([C:21]([F:24])([F:23])[F:22])=[CH:19][CH:18]=[CH:17][N:16]=3)=[CH:9][CH:10]=2)[N:5]=1.[N+:25]([O-])([OH:27])=[O:26].[OH-].[Na+]. Product: [CH3:1][O:2][CH2:3][C:4]1[C:13]([N+:25]([O-:27])=[O:26])=[C:12]([OH:14])[C:11]2[C:6](=[N:7][C:8]([C:15]3[C:20]([C:21]([F:24])([F:22])[F:23])=[CH:19][CH:18]=[CH:17][N:16]=3)=[CH:9][CH:10]=2)[N:5]=1. The catalyst class is: 82. (3) Reactant: [CH3:1][N:2]([CH3:7])[CH2:3][C:4](O)=[O:5].O=C1N(P(Cl)(N2CCOC2=O)=O)CCO1.CCN(CC)CC.[F:30][C:31]([F:36])([F:35])[C:32]([OH:34])=[O:33].[CH3:37][C:38]1([CH3:66])[CH2:43][CH2:42][C:41]([C:44]2[N:49]=[C:48]([CH:50]3[CH2:55][CH2:54][NH:53][CH2:52][CH2:51]3)[CH:47]=[CH:46][C:45]=2[NH:56][C:57]([C:59]2[NH:60][CH:61]=[C:62]([C:64]#[N:65])[N:63]=2)=[O:58])=[CH:40][CH2:39]1. Product: [F:30][C:31]([F:36])([F:35])[C:32]([OH:34])=[O:33].[CH3:1][N:2]([CH3:7])[CH2:3][C:4]([N:53]1[CH2:54][CH2:55][CH:50]([C:48]2[CH:47]=[CH:46][C:45]([NH:56][C:57]([C:59]3[NH:60][CH:61]=[C:62]([C:64]#[N:65])[N:63]=3)=[O:58])=[C:44]([C:41]3[CH2:42][CH2:43][C:38]([CH3:66])([CH3:37])[CH2:39][CH:40]=3)[N:49]=2)[CH2:51][CH2:52]1)=[O:5]. The catalyst class is: 2.